This data is from Forward reaction prediction with 1.9M reactions from USPTO patents (1976-2016). The task is: Predict the product of the given reaction. Given the reactants [C:1]([O-])(=O)[CH2:2][CH2:3][CH3:4].[CH3:7][CH:8]([CH3:21])[CH2:9][C:10]1[CH:15]=[CH:14][C:13]([CH:16]([CH3:20])[C:17]([OH:19])=[O:18])=[CH:12][CH:11]=1.[C:22](=[O:25])([O-])[O-:23].[K+].[K+], predict the reaction product. The product is: [CH3:7][CH:8]([CH3:21])[CH2:9][C:10]1[CH:15]=[CH:14][C:13]([CH:16]([CH3:20])[C:17]([O:19][CH2:11][CH2:10][CH2:15][C:22]([O:23][CH2:4][C:3]2[CH:9]=[CH:8][CH:7]=[CH:1][CH:2]=2)=[O:25])=[O:18])=[CH:12][CH:11]=1.